This data is from Tyrosyl-DNA phosphodiesterase HTS with 341,365 compounds. The task is: Binary Classification. Given a drug SMILES string, predict its activity (active/inactive) in a high-throughput screening assay against a specified biological target. (1) The result is 0 (inactive). The compound is s1c2c(CCCC2)c(c1NC(=O)Cc1cc(OC)c(OC)cc1)C(=O)N. (2) The compound is S(=O)(=O)(N(Cc1ccccc1)c1ccc(OC)cc1)c1cc(C(=O)NCC2OCCC2)ccc1. The result is 0 (inactive). (3) The drug is O=C1N(C(=O)NC1(c1ccccc1)C)CC(=O)Nc1c(n(n(c1=O)c1ccccc1)C)C. The result is 0 (inactive). (4) The drug is O1c2c(C(CCN3CCN(CC3)c3ccccc3)c3ccc(N(C)C)cc3)c(OC)cc(OC)c2C(CC1=O)c1ccc(OC)cc1. The result is 0 (inactive). (5) The compound is S(=O)(=O)(Nc1c2c3c(CCc3ccc2)cc1)c1c(cc(cc1C)C)C. The result is 0 (inactive).